This data is from Full USPTO retrosynthesis dataset with 1.9M reactions from patents (1976-2016). The task is: Predict the reactants needed to synthesize the given product. (1) Given the product [C:10]([NH:9][O:8][C:5]([CH3:7])([CH3:6])[CH2:4][OH:3])([O:12][C:13]([CH3:15])([CH3:16])[CH3:14])=[O:11], predict the reactants needed to synthesize it. The reactants are: C([O:3][C:4](=O)[C:5]([O:8][NH:9][C:10]([O:12][C:13]([CH3:16])([CH3:15])[CH3:14])=[O:11])([CH3:7])[CH3:6])C.[AlH4-].[Li+].O1CCCC1. (2) Given the product [Cl:1][C:2]1[CH:3]=[C:4]2[C:5](=[CH:6][CH:7]=1)[NH:8][CH:9]([C:10]1[CH:15]=[CH:14][CH:13]=[C:12]([N+:16]([O-:18])=[O:17])[CH:11]=1)[C:46]([CH3:48])([CH3:47])[CH:45]2[OH:49], predict the reactants needed to synthesize it. The reactants are: [Cl:1][C:2]1[CH:7]=[CH:6][C:5]([N:8]=[CH:9][C:10]2[CH:15]=[CH:14][CH:13]=[C:12]([N+:16]([O-:18])=[O:17])[CH:11]=2)=[CH:4][CH:3]=1.O.[O-]S(C(F)(F)F)(=O)=O.[Yb+3].[O-]S(C(F)(F)F)(=O)=O.[O-]S(C(F)(F)F)(=O)=O.[CH:45](=[O:49])[CH:46]([CH3:48])[CH3:47].O. (3) Given the product [CH2:1]([O:5][C:6]1[C:11]([CH2:12][NH:13][C:14]([NH:15][C:16]2[CH:34]=[CH:33][C:19]([CH2:20][NH:21][S:22](=[O:23])(=[O:24])[NH2:25])=[CH:18][CH:17]=2)=[O:35])=[CH:10][CH:9]=[C:8]([C:36]([F:39])([F:38])[F:37])[N:7]=1)[CH2:2][CH2:3][CH3:4], predict the reactants needed to synthesize it. The reactants are: [CH2:1]([O:5][C:6]1[C:11]([CH2:12][NH:13][C:14](=[O:35])[NH:15][C:16]2[CH:34]=[CH:33][C:19]([CH2:20][NH:21][S:22]([NH:25]C(=O)OC(C)(C)C)(=[O:24])=[O:23])=[CH:18][CH:17]=2)=[CH:10][CH:9]=[C:8]([C:36]([F:39])([F:38])[F:37])[N:7]=1)[CH2:2][CH2:3][CH3:4].C(=O)(O)[O-].[Na+]. (4) Given the product [CH3:31][O:30][C:19](=[O:29])[C:20]1[CH:28]=[CH:27][C:23]([C:24]([N:10]=[C:2]([O:7][CH2:8][CH3:9])[CH2:3][CH2:4][CH2:5][CH3:6])=[O:25])=[CH:22][CH:21]=1, predict the reactants needed to synthesize it. The reactants are: Cl.[C:2](=[NH:10])([O:7][CH2:8][CH3:9])[CH2:3][CH2:4][CH2:5][CH3:6].C(N(CC)CC)C.[Cl-].[C:19]([O:30][CH3:31])(=[O:29])[C:20]1[CH:28]=[CH:27][C:23]([C:24]([O-])=[O:25])=[CH:22][CH:21]=1. (5) Given the product [CH2:10]([NH:17][C:18]([N:1]1[C:9]2[C:4](=[CH:5][CH:6]=[CH:7][CH:8]=2)[CH2:3][CH2:2]1)=[O:19])[C:11]1[CH:16]=[CH:15][CH:14]=[CH:13][CH:12]=1, predict the reactants needed to synthesize it. The reactants are: [NH:1]1[C:9]2[C:4](=[CH:5][CH:6]=[CH:7][CH:8]=2)[CH2:3][CH2:2]1.[CH2:10]([N:17]=[C:18]=[O:19])[C:11]1[CH:16]=[CH:15][CH:14]=[CH:13][CH:12]=1.